Predict which catalyst facilitates the given reaction. From a dataset of Catalyst prediction with 721,799 reactions and 888 catalyst types from USPTO. (1) Reactant: [CH2:1]([O:3][C:4]1[CH:5]=[C:6]([CH:29]=[C:30]([O:33][CH2:34][CH3:35])[C:31]=1F)[CH2:7][N:8]1[CH2:13][CH2:12][CH:11]([NH:14][C:15]2[O:16][C:17]3[CH:23]=[CH:22][C:21]([O:24][CH2:25][CH2:26][CH2:27][OH:28])=[CH:20][C:18]=3[N:19]=2)[CH2:10][CH2:9]1)[CH3:2].C(OC1C=C(C=O)C=C(OCC)C=1[C:50]1[CH:55]=[CH:54][C:53]([F:56])=[CH:52][CH:51]=1)C.C([BH3-])#N.[Na+].C(N(C(C)C)C(C)C)C. Product: [CH2:34]([O:33][C:30]1[CH:29]=[C:6]([CH2:7][N:8]2[CH2:9][CH2:10][CH:11]([NH:14][C:15]3[O:16][C:17]4[CH:23]=[CH:22][C:21]([O:24][CH2:25][CH2:26][CH2:27][OH:28])=[CH:20][C:18]=4[N:19]=3)[CH2:12][CH2:13]2)[CH:5]=[C:4]([O:3][CH2:1][CH3:2])[C:31]=1[C:50]1[CH:55]=[CH:54][C:53]([F:56])=[CH:52][CH:51]=1)[CH3:35]. The catalyst class is: 212. (2) Reactant: C[O:2][C:3](=[O:14])[CH:4](Br)[C:5]1[CH:10]=[CH:9][C:8]([Cl:11])=[C:7]([Cl:12])[CH:6]=1.[CH2:15]([SH:18])[CH:16]=[CH2:17].[NH2:19][C:20]1[S:21][CH:22]=[CH:23][N:24]=1. Product: [CH2:15]([S:18][CH:4]([C:5]1[CH:10]=[CH:9][C:8]([Cl:11])=[C:7]([Cl:12])[CH:6]=1)[C:3]([OH:2])=[O:14])[CH:16]=[CH2:17].[CH2:15]([S:18][CH:4]([C:5]1[CH:10]=[CH:9][C:8]([Cl:11])=[C:7]([Cl:12])[CH:6]=1)[C:3]([NH:19][C:20]1[S:21][CH:22]=[CH:23][N:24]=1)=[O:14])[CH:16]=[CH2:17]. The catalyst class is: 1. (3) Reactant: [BH4-].[Na+].[Cl:3][C:4]1[CH:9]=[CH:8][C:7]([CH:10]([OH:15])[CH2:11][C:12](=[O:14])[CH3:13])=[CH:6][C:5]=1[F:16].[Cl-].[NH4+]. Product: [Cl:3][C:4]1[CH:9]=[CH:8][C:7]([CH:10]([OH:15])[CH2:11][CH:12]([OH:14])[CH3:13])=[CH:6][C:5]=1[F:16]. The catalyst class is: 5. (4) Product: [CH2:8]([O:10][C:11](=[O:40])[C:12]([NH:36][C:37](=[O:39])[CH3:38])([CH:18]1[CH2:26][C:25]2[C:20](=[CH:21][CH:22]=[C:23]([CH2:27][CH2:28][CH2:29][CH2:30][CH2:31][CH2:32][CH2:33][CH3:34])[CH:24]=2)[CH2:19]1)[C:13]([O:15][CH2:16][CH3:17])=[O:14])[CH3:9]. The catalyst class is: 388. Reactant: [SiH](CC)(CC)CC.[CH2:8]([O:10][C:11](=[O:40])[C:12]([NH:36][C:37](=[O:39])[CH3:38])([CH:18]1[CH2:26][C:25]2[C:20](=[CH:21][CH:22]=[C:23]([CH2:27][CH2:28][CH2:29][CH2:30][CH2:31][CH2:32][CH2:33][CH3:34])[CH:24]=2)[C:19]1=O)[C:13]([O:15][CH2:16][CH3:17])=[O:14])[CH3:9]. (5) Reactant: C(OC([NH:8][C:9]1[N:14]=[CH:13][C:12]([B:15]([OH:17])[OH:16])=[CH:11][N:10]=1)=O)(C)(C)C.Cl.[OH-].[Na+]. Product: [NH2:8][C:9]1[N:14]=[CH:13][C:12]([B:15]([OH:17])[OH:16])=[CH:11][N:10]=1. The catalyst class is: 6.